Task: Predict the reactants needed to synthesize the given product.. Dataset: Full USPTO retrosynthesis dataset with 1.9M reactions from patents (1976-2016) (1) Given the product [N:39]1[N:40]=[CH:41][N:42]2[CH2:47][CH2:46][N:45]([C:4]([C:3]3[CH:7]=[C:8]([CH2:11][C:12]4[C:21]5[C:16](=[CH:17][CH:18]=[CH:19][CH:20]=5)[C:15](=[O:22])[NH:14][N:13]=4)[CH:9]=[CH:10][C:2]=3[F:1])=[O:5])[CH2:44][C:43]=12, predict the reactants needed to synthesize it. The reactants are: [F:1][C:2]1[CH:10]=[CH:9][C:8]([CH2:11][C:12]2[C:21]3[C:16](=[CH:17][CH:18]=[CH:19][CH:20]=3)[C:15](=[O:22])[NH:14][N:13]=2)=[CH:7][C:3]=1[C:4](O)=[O:5].F[P-](F)(F)(F)(F)F.C[N+](C)=C(N(C)C)O.Cl.[N:39]1[N:40]=[CH:41][N:42]2[CH2:47][CH2:46][NH:45][CH2:44][C:43]=12.C(N(CC)C(C)C)(C)C. (2) Given the product [N:1]1([S:14]([C:17]2[CH:18]=[C:19]([CH:23]=[CH:24][C:25]=2[NH:26][CH3:27])[C:20]([OH:22])=[O:21])(=[O:16])=[O:15])[CH2:4][CH2:3][CH2:2]1, predict the reactants needed to synthesize it. The reactants are: [NH:1]1[CH2:4][CH2:3][CH2:2]1.Cl.C(N(CC)CC)C.Cl[S:14]([C:17]1[CH:18]=[C:19]([CH:23]=[CH:24][C:25]=1[NH:26][CH3:27])[C:20]([OH:22])=[O:21])(=[O:16])=[O:15]. (3) Given the product [CH2:1]([O:3][C:4](=[O:19])[CH2:5][C:6]1[C:15]2[C:10](=[CH:11][CH:12]=[C:13]([O:16][CH3:17])[CH:14]=2)[CH:9]=[CH:8][C:7]=1[Cl:18])[CH3:2], predict the reactants needed to synthesize it. The reactants are: [CH2:1]([O:3][C:4](=[O:19])[CH2:5][C:6]1[C:15]2[C:10](=[CH:11][CH:12]=[C:13]([O:16][CH3:17])[CH:14]=2)[CH2:9][CH2:8][C:7]=1[Cl:18])[CH3:2].ClC1C(=O)C(C#N)=C(C#N)C(=O)C=1Cl.CO. (4) Given the product [O:31]1[C:30]2[CH:34]=[CH:35][C:27]([N:24]3[C:4](=[O:5])[C:6]4[CH:7]=[N:8][C:9]5[C:10]([O:22][CH3:23])=[CH:11][CH:12]=[CH:13][C:14]=5[C:15]=4[N:16]([CH:17]4[CH2:21][CH2:20][CH2:19][CH2:18]4)[C:25]3=[O:26])=[CH:28][C:29]=2[O:33][CH2:32]1, predict the reactants needed to synthesize it. The reactants are: C(O[C:4]([C:6]1[CH:7]=[N:8][C:9]2[C:14]([C:15]=1[NH:16][CH:17]1[CH2:21][CH2:20][CH2:19][CH2:18]1)=[CH:13][CH:12]=[CH:11][C:10]=2[O:22][CH3:23])=[O:5])C.[N:24]([C:27]1[CH:35]=[CH:34][C:30]2[O:31][CH2:32][O:33][C:29]=2[CH:28]=1)=[C:25]=[O:26]. (5) Given the product [ClH:18].[NH2:1][CH2:4][CH2:5][CH2:6][C:7]([P:10](=[O:17])([O:14][CH2:15][CH3:16])[O:11][CH2:12][CH3:13])([F:8])[F:9], predict the reactants needed to synthesize it. The reactants are: [N:1]([CH2:4][CH2:5][CH2:6][C:7]([P:10](=[O:17])([O:14][CH2:15][CH3:16])[O:11][CH2:12][CH3:13])([F:9])[F:8])=[N+]=[N-].[ClH:18].CCOCC. (6) Given the product [C:22]([C:26]1[CH:31]=[CH:30][C:29]([C:32]2[CH:37]=[CH:36][N:35]=[C:34]([Br:20])[CH:33]=2)=[CH:28][CH:27]=1)([CH3:25])([CH3:24])[CH3:23], predict the reactants needed to synthesize it. The reactants are: C1(P(C2C=CC=CC=2)C2C=CC=CC=2)C=CC=CC=1.[Br:20]Br.[C:22]([C:26]1[CH:31]=[CH:30][C:29]([C:32]2[CH:37]=[CH:36][N+:35]([O-])=[CH:34][CH:33]=2)=[CH:28][CH:27]=1)([CH3:25])([CH3:24])[CH3:23].CCN(CC)CC. (7) Given the product [Br:1][C:2]1[CH:3]=[N:4][C:5]([N:8]2[CH2:9][CH2:10][C:11]([C:16]3[CH:21]=[CH:20][CH:19]=[CH:18][CH:17]=3)([C:14]([NH2:15])=[O:25])[CH2:12][CH2:13]2)=[N:6][CH:7]=1, predict the reactants needed to synthesize it. The reactants are: [Br:1][C:2]1[CH:3]=[N:4][C:5]([N:8]2[CH2:13][CH2:12][C:11]([C:16]3[CH:21]=[CH:20][CH:19]=[CH:18][CH:17]=3)([C:14]#[N:15])[CH2:10][CH2:9]2)=[N:6][CH:7]=1.Br.C(O)(=[O:25])C.